Dataset: Reaction yield outcomes from USPTO patents with 853,638 reactions. Task: Predict the reaction yield, written as a fraction of the theoretical maximum amount of product (1.0 means a 100% yield; for example, 0.34 means a 34% yield). The reactants are [CH2:1]([C:5]1[C:6]([C:27]2[CH:32]=[CH:31][C:30]([O:33]C)=[CH:29][CH:28]=2)=[C:7]([O:15][C:16]2[CH:21]=[CH:20][C:19](/[CH:22]=[CH:23]/[C:24]([OH:26])=[O:25])=[CH:18][CH:17]=2)[C:8]2[C:13]([CH:14]=1)=[CH:12][CH:11]=[CH:10][CH:9]=2)[CH2:2][CH2:3][CH3:4].B(Br)(Br)Br. The catalyst is C(Cl)Cl. The product is [CH2:1]([C:5]1[C:6]([C:27]2[CH:32]=[CH:31][C:30]([OH:33])=[CH:29][CH:28]=2)=[C:7]([O:15][C:16]2[CH:21]=[CH:20][C:19](/[CH:22]=[CH:23]/[C:24]([OH:26])=[O:25])=[CH:18][CH:17]=2)[C:8]2[C:13]([CH:14]=1)=[CH:12][CH:11]=[CH:10][CH:9]=2)[CH2:2][CH2:3][CH3:4]. The yield is 0.820.